The task is: Predict the product of the given reaction.. This data is from Forward reaction prediction with 1.9M reactions from USPTO patents (1976-2016). (1) Given the reactants [CH3:1][CH:2]1[CH2:8][C:7]2[CH:9]=[C:10]3[O:15][CH2:14][O:13][C:11]3=[CH:12][C:6]=2[C:5]([C:16]2[CH:21]=[CH:20][C:19]([N+:22]([O-:24])=[O:23])=[CH:18][CH:17]=2)=[N:4][N:3]1[C:25](=[S:28])[NH:26][NH2:27].Br[CH2:30][C:31](OC)=[O:32], predict the reaction product. The product is: [O:32]=[C:31]1[CH2:30][S:28][C:25]([N:3]2[CH:2]([CH3:1])[CH2:8][C:7]3[CH:9]=[C:10]4[O:15][CH2:14][O:13][C:11]4=[CH:12][C:6]=3[C:5]([C:16]3[CH:17]=[CH:18][C:19]([N+:22]([O-:24])=[O:23])=[CH:20][CH:21]=3)=[N:4]2)=[N:26][NH:27]1. (2) Given the reactants C[O:2]C(=O)CCCCC(O)=O.[CH2:12]1[CH2:17][CH2:16][CH:15]([N:18]=[C:19]=[N:20][CH:21]2[CH2:26][CH2:25][CH2:24][CH2:23][CH2:22]2)[CH2:14][CH2:13]1.ON1C(=O)CCC1=O, predict the reaction product. The product is: [C:19]([NH:18][CH:15]1[CH2:14][CH2:13][CH2:12][CH2:17][CH2:16]1)([NH:20][CH:21]1[CH2:26][CH2:25][CH2:24][CH2:23][CH2:22]1)=[O:2]. (3) Given the reactants [CH3:1][C:2]1[N:3]=[C:4]([C:19]2[CH:24]=[CH:23][C:22]([C:25]([F:28])([F:27])[F:26])=[CH:21][CH:20]=2)[S:5][C:6]=1[CH:7]([O:9][C:10]1[CH:18]=[C:17]2[C:13]([CH:14]=[CH:15][NH:16]2)=[CH:12][CH:11]=1)[CH3:8].[C:29]([O:33][C:34](=[O:37])[CH2:35]Br)([CH3:32])([CH3:31])[CH3:30].[H-].[Na+], predict the reaction product. The product is: [C:29]([O:33][C:34](=[O:37])[CH2:35][N:16]1[C:17]2[C:13](=[CH:12][CH:11]=[C:10]([O:9][CH:7]([C:6]3[S:5][C:4]([C:19]4[CH:24]=[CH:23][C:22]([C:25]([F:28])([F:27])[F:26])=[CH:21][CH:20]=4)=[N:3][C:2]=3[CH3:1])[CH3:8])[CH:18]=2)[CH:14]=[CH:15]1)([CH3:32])([CH3:31])[CH3:30]. (4) Given the reactants [N:1]1[CH:6]=[CH:5][C:4]([C:7]2[S:11][C:10]([C:12]([OH:14])=O)=[CH:9][CH:8]=2)=[CH:3][CH:2]=1.[Br:15][C:16]1[CH:17]=[C:18]([CH2:22][NH2:23])[CH:19]=[CH:20][CH:21]=1, predict the reaction product. The product is: [Br:15][C:16]1[CH:17]=[C:18]([CH:19]=[CH:20][CH:21]=1)[CH2:22][NH:23][C:12]([C:10]1[S:11][C:7]([C:4]2[CH:3]=[CH:2][N:1]=[CH:6][CH:5]=2)=[CH:8][CH:9]=1)=[O:14]. (5) Given the reactants [Cl:1][C:2]1[CH:7]=[CH:6][CH:5]=[C:4]([C:8]2[CH:13]=[CH:12][C:11]([O:14][CH2:15][C:16]3[CH:25]=[CH:24][C:23]4[C:18](=[CH:19][CH:20]=[CH:21][CH:22]=4)[N:17]=3)=[CH:10][CH:9]=2)[C:3]=1[OH:26].[F:27][C:28]([F:41])([F:40])[S:29](O[S:29]([C:28]([F:41])([F:40])[F:27])(=[O:31])=[O:30])(=[O:31])=[O:30], predict the reaction product. The product is: [F:27][C:28]([F:41])([F:40])[S:29]([O:26][C:3]1[C:2]([Cl:1])=[CH:7][CH:6]=[CH:5][C:4]=1[C:8]1[CH:13]=[CH:12][C:11]([O:14][CH2:15][C:16]2[CH:25]=[CH:24][C:23]3[C:18](=[CH:19][CH:20]=[CH:21][CH:22]=3)[N:17]=2)=[CH:10][CH:9]=1)(=[O:31])=[O:30]. (6) Given the reactants [Br:1][C:2]1[CH2:11][CH2:10][C:9]2[C:4](=[CH:5][C:6]([F:14])=[C:7]([F:13])[C:8]=2[F:12])[C:3]=1[CH:15]=[O:16].ClC1C(=O)C(C#N)=C(C#N)C(=O)C=1Cl, predict the reaction product. The product is: [Br:1][C:2]1[CH:11]=[CH:10][C:9]2[C:4](=[CH:5][C:6]([F:14])=[C:7]([F:13])[C:8]=2[F:12])[C:3]=1[CH:15]=[O:16]. (7) Given the reactants [Cl:1][C:2]1[CH:7]=[CH:6][C:5]([C:8]#[C:9][C:10]2[CH:37]=[CH:36][C:13]([CH2:14][N:15]([C:26](=[O:35])[C:27]3[CH:32]=[CH:31][C:30]([O:33][CH3:34])=[CH:29][CH:28]=3)[C:16]3[CH:17]=[CH:18][C:19]([OH:25])=[C:20]([CH:24]=3)[C:21]([OH:23])=[O:22])=[CH:12][CH:11]=2)=[CH:4][CH:3]=1.[CH3:38][NH:39][CH2:40][C@@H:41]([C@H:43]([C@@H:45]([C@@H:47]([CH2:49][OH:50])[OH:48])[OH:46])[OH:44])[OH:42], predict the reaction product. The product is: [CH3:38][NH:39][CH2:40][C@@H:41]([C@H:43]([C@@H:45]([C@@H:47]([CH2:49][OH:50])[OH:48])[OH:46])[OH:44])[OH:42].[Cl:1][C:2]1[CH:3]=[CH:4][C:5]([C:8]#[C:9][C:10]2[CH:11]=[CH:12][C:13]([CH2:14][N:15]([C:26](=[O:35])[C:27]3[CH:28]=[CH:29][C:30]([O:33][CH3:34])=[CH:31][CH:32]=3)[C:16]3[CH:17]=[CH:18][C:19]([OH:25])=[C:20]([CH:24]=3)[C:21]([OH:23])=[O:22])=[CH:36][CH:37]=2)=[CH:6][CH:7]=1. (8) The product is: [F:1][C:2]1([F:24])[CH2:7][CH2:6][CH:5]([CH2:8][NH:9][C:10]([C:12]2[C:13]3[CH:14]=[CH:15][C:16]([N:27]4[CH2:28][CH2:30][C@@H:33]([CH2:36][CH2:39][OH:41])[CH2:31]4)=[N:17][C:18]=3[CH:19]=[CH:20][C:21]=2[Cl:22])=[O:11])[CH2:4][CH2:3]1. Given the reactants [F:1][C:2]1([F:24])[CH2:7][CH2:6][CH:5]([CH2:8][NH:9][C:10]([C:12]2[C:13]3[CH:14]=[CH:15][C:16](Cl)=[N:17][C:18]=3[CH:19]=[CH:20][C:21]=2[Cl:22])=[O:11])[CH2:4][CH2:3]1.CC[N:27]([CH:31]([CH3:33])C)[CH:28]([CH3:30])C.N1CC[CH:36]([C@@H:39]([OH:41])C)C1, predict the reaction product. (9) Given the reactants S(OOS([O-])(=O)=O)([O-])(=O)=O.[NH4+].[NH4+].[CH2:13]=[CH:14][C:15]1[CH:20]=[CH:19][CH:18]=[CH:17][CH:16]=1.[C:21]([OH:26])(=[O:25])[C:22]([CH3:24])=[CH2:23].[Na].S([O-])([O-])(=O)=O.C1OC1.C(O)(=O)C(C)=C, predict the reaction product. The product is: [CH:13]([CH2:24][C:22](=[CH2:23])[C:21]([OH:26])=[O:25])=[CH:14][C:15]1[CH:20]=[CH:19][CH:18]=[CH:17][CH:16]=1. (10) The product is: [F:40][C:41]1[CH:42]=[C:43]([CH:61]=[CH:62][CH:63]=1)[CH2:44][N:45]1[C:49]([CH3:50])=[C:48]([C:2]2[C:10]3[C:5](=[N:6][CH:7]=[C:8]([C:11]4[CH:12]=[C:13]([N:17]5[CH2:22][CH2:21][N:20]([C:23]([O:25][C:26]([CH3:29])([CH3:28])[CH3:27])=[O:24])[CH2:19][CH2:18]5)[CH:14]=[CH:15][CH:16]=4)[CH:9]=3)[N:4]([S:30]([C:33]3[CH:39]=[CH:38][C:36]([CH3:37])=[CH:35][CH:34]=3)(=[O:32])=[O:31])[CH:3]=2)[C:47]([CH3:60])=[N:46]1. Given the reactants I[C:2]1[C:10]2[C:5](=[N:6][CH:7]=[C:8]([C:11]3[CH:12]=[C:13]([N:17]4[CH2:22][CH2:21][N:20]([C:23]([O:25][C:26]([CH3:29])([CH3:28])[CH3:27])=[O:24])[CH2:19][CH2:18]4)[CH:14]=[CH:15][CH:16]=3)[CH:9]=2)[N:4]([S:30]([C:33]2[CH:39]=[CH:38][C:36]([CH3:37])=[CH:35][CH:34]=2)(=[O:32])=[O:31])[CH:3]=1.[F:40][C:41]1[CH:42]=[C:43]([CH:61]=[CH:62][CH:63]=1)[CH2:44][N:45]1[C:49]([CH3:50])=[C:48](B2OC(C)(C)C(C)(C)O2)[C:47]([CH3:60])=[N:46]1.C(=O)([O-])[O-].[Na+].[Na+], predict the reaction product.